Binary classification across 12 toxicity assays. From a dataset of Tox21: 12 toxicity assays (nuclear receptors and stress response pathways). The compound is Nc1c2c(nc3ccccc13)CCCC2. It tested positive (active) for: NR-AhR (Aryl hydrocarbon Receptor agonist activity), and NR-ER (Estrogen Receptor agonist activity).